This data is from Reaction yield outcomes from USPTO patents with 853,638 reactions. The task is: Predict the reaction yield, written as a fraction of the theoretical maximum amount of product (1.0 means a 100% yield; for example, 0.34 means a 34% yield). The reactants are [N:1]([C:4]([CH3:17])([CH3:16])[CH:5]=[C:6]1[CH2:11][C:10]([CH3:13])([CH3:12])[CH2:9][C:8]([CH3:15])([CH3:14])[CH2:7]1)=[N+]=[N-].[ClH:18].CC1(C)CC(C)(C)CC(=CC(N)C)C1. No catalyst specified. The product is [ClH:18].[CH3:17][C:4]([NH2:1])([CH3:16])[CH:5]=[C:6]1[CH2:7][C:8]([CH3:15])([CH3:14])[CH2:9][C:10]([CH3:13])([CH3:12])[CH2:11]1. The yield is 0.690.